From a dataset of Forward reaction prediction with 1.9M reactions from USPTO patents (1976-2016). Predict the product of the given reaction. (1) The product is: [CH2:14]([S:1][C:2]1[N:7]=[C:6]([OH:8])[CH:5]=[C:4]([OH:9])[N:3]=1)[CH2:15][CH3:16]. Given the reactants [SH:1][C:2]1[N:7]=[C:6]([OH:8])[CH:5]=[C:4]([OH:9])[N:3]=1.[OH-].[Na+].CN1C[CH2:16][C:15](=O)[CH2:14]1.ICCC.Cl, predict the reaction product. (2) Given the reactants [CH3:1][O:2][C:3](=[O:21])[CH2:4][C:5]1[CH:10]=[CH:9][CH:8]=[C:7]([S:11][CH2:12][CH2:13][C@H:14]([O:16]S(C)(=O)=O)[CH3:15])[CH:6]=1.[N:22]1[CH:27]=[CH:26][CH:25]=[N:24][C:23]=1[C:28]1[CH:33]=[C:32]([C:34]([F:37])([F:36])[F:35])[CH:31]=[CH:30][C:29]=1O, predict the reaction product. The product is: [CH3:1][O:2][C:3](=[O:21])[CH2:4][C:5]1[CH:10]=[CH:9][CH:8]=[C:7]([S:11][CH2:12][CH2:13][C@@H:14]([O:16][C:29]2[CH:30]=[CH:31][C:32]([C:34]([F:35])([F:36])[F:37])=[CH:33][C:28]=2[C:23]2[N:22]=[CH:27][CH:26]=[CH:25][N:24]=2)[CH3:15])[CH:6]=1. (3) Given the reactants Cl[C:2]1[C:11]2[C:6](=[CH:7][CH:8]=[C:9]([Cl:12])[N:10]=2)[N:5]=[CH:4][C:3]=1[C:13]([O:15][CH2:16]C)=[O:14].[NH2:18][C:19]1[CH:24]=[CH:23][C:22]([N:25]2[CH2:30][CH2:29][N:28]([C:31]([O:33][C:34]([CH3:37])([CH3:36])[CH3:35])=[O:32])[CH2:27][CH2:26]2)=[C:21]([C:38]([F:41])([F:40])[F:39])[CH:20]=1.C(=O)([O-])[O-].[K+].[K+], predict the reaction product. The product is: [C:34]([O:33][C:31]([N:28]1[CH2:27][CH2:26][N:25]([C:22]2[CH:23]=[CH:24][C:19]([NH:18][C:2]3[C:11]4[C:6](=[CH:7][CH:8]=[C:9]([Cl:12])[N:10]=4)[N:5]=[CH:4][C:3]=3[C:13]([O:15][CH3:16])=[O:14])=[CH:20][C:21]=2[C:38]([F:40])([F:41])[F:39])[CH2:30][CH2:29]1)=[O:32])([CH3:37])([CH3:35])[CH3:36]. (4) Given the reactants [CH3:1][C:2]1([CH3:37])[C:11]2=[CH:12][C:13]([B:23]3[O:27][C:26]([CH3:29])([CH3:28])[C:25]([CH3:31])([CH3:30])[O:24]3)=[CH:14][C:15]3[C:16]([CH3:22])([CH3:21])[C:17]4[CH:18]=[CH:19][CH:20]=[C:7]5[C:8]=4[N:9]([C:10]=32)[C:4]2[C:5](=[CH:34][CH:35]=[CH:36][C:3]1=2)[C:6]5([CH3:33])[CH3:32].[Br:38]N1C(=O)CCC1=O, predict the reaction product. The product is: [Br:38][C:19]1[CH:18]=[C:17]2[C:16]([CH3:21])([CH3:22])[C:15]3[CH:14]=[C:13]([B:23]4[O:24][C:25]([CH3:31])([CH3:30])[C:26]([CH3:29])([CH3:28])[O:27]4)[CH:12]=[C:11]4[C:2]([CH3:37])([CH3:1])[C:3]5[C:4]6[N:9]([C:10]=34)[C:8]2=[C:7]([C:6]([CH3:33])([CH3:32])[C:5]=6[CH:34]=[CH:35][CH:36]=5)[CH:20]=1. (5) Given the reactants [CH3:1][NH2:2].Cl.C[Al](C)C.C[O:9][C:10]([C:12]1[CH:17]=[CH:16][C:15]([C:18]([O:20][CH3:21])=[O:19])=[CH:14][N:13]=1)=O, predict the reaction product. The product is: [CH3:1][NH:2][C:10]([C:12]1[N:13]=[CH:14][C:15]([C:18]([O:20][CH3:21])=[O:19])=[CH:16][CH:17]=1)=[O:9]. (6) Given the reactants C([O:3][C:4](=[O:40])[C@H:5]([N:16]([CH2:18][C:19]1[CH:24]=[CH:23][C:22]([CH2:25][N:26]([CH2:34][C:35]2[NH:36][CH:37]=[CH:38][N:39]=2)[CH2:27][C:28]2[N:29]([CH3:33])[CH:30]=[CH:31][N:32]=2)=[CH:21][CH:20]=1)[CH3:17])[CH2:6][CH2:7][CH2:8][N:9]([CH2:13][CH2:14][CH3:15])[CH2:10][CH2:11][CH3:12])C, predict the reaction product. The product is: [CH2:13]([N:9]([CH2:10][CH2:11][CH3:12])[CH2:8][CH2:7][CH2:6][C@@H:5]([N:16]([CH2:18][C:19]1[CH:24]=[CH:23][C:22]([CH2:25][N:26]([CH2:34][C:35]2[NH:36][CH:37]=[CH:38][N:39]=2)[CH2:27][C:28]2[N:29]([CH3:33])[CH:30]=[CH:31][N:32]=2)=[CH:21][CH:20]=1)[CH3:17])[C:4]([OH:40])=[O:3])[CH2:14][CH3:15]. (7) Given the reactants [Br:1][C:2]1[CH:3]=[C:4]([NH:8][C:9]2[CH:14]=[CH:13][CH:12]=[CH:11][C:10]=2[NH:15][C:16](=O)[C:17]2[CH:22]=[CH:21][CH:20]=[CH:19][CH:18]=2)[CH:5]=[CH:6][CH:7]=1.O.C1(C)C=CC(S(O)(=O)=O)=CC=1.C(OCC)(=O)C.C(Cl)Cl, predict the reaction product. The product is: [Br:1][C:2]1[CH:3]=[C:4]([N:8]2[C:9]3[CH:14]=[CH:13][CH:12]=[CH:11][C:10]=3[N:15]=[C:16]2[C:17]2[CH:22]=[CH:21][CH:20]=[CH:19][CH:18]=2)[CH:5]=[CH:6][CH:7]=1.